From a dataset of Forward reaction prediction with 1.9M reactions from USPTO patents (1976-2016). Predict the product of the given reaction. (1) Given the reactants [CH3:1][O:2][C:3]1[N:4]=[C:5]2[C:10](=[CH:11][CH:12]=1)[N:9]=[CH:8][CH:7]=[C:6]2OS(C(F)(F)F)(=O)=O.[CH2:21]([Sn](CCCC)(CCCC)CCCC)[CH:22]=[CH2:23].[Li+].[Cl-].[NH4+].[OH-], predict the reaction product. The product is: [CH2:23]([C:6]1[CH:7]=[CH:8][N:9]=[C:10]2[C:5]=1[N:4]=[C:3]([O:2][CH3:1])[CH:12]=[CH:11]2)[CH:22]=[CH2:21]. (2) Given the reactants C1C(=O)N([Br:8])C(=O)C1.CC(N=NC(C#N)(C)C)(C#N)C.[C:21]([O:24][C:25]1[CH:30]=[CH:29][C:28]([CH2:31][C:32]([O:34][CH3:35])=[O:33])=[CH:27][CH:26]=1)(=[O:23])[CH3:22], predict the reaction product. The product is: [C:21]([O:24][C:25]1[CH:30]=[CH:29][C:28]([CH:31]([Br:8])[C:32]([O:34][CH3:35])=[O:33])=[CH:27][CH:26]=1)(=[O:23])[CH3:22]. (3) Given the reactants Cl[C:2]1[CH:8]=[CH:7][C:6]([C:9]([F:12])([F:11])[F:10])=[CH:5][C:3]=1[NH2:4].C([O:15][CH:16]=[C:17]([C:23](OCC)=O)[C:18]([O:20]CC)=[O:19])C.C1(C)C=CC=CC=1, predict the reaction product. The product is: [O:15]=[C:16]1[C:5]2[C:3](=[CH:2][CH:8]=[CH:7][C:6]=2[C:9]([F:12])([F:11])[F:10])[NH:4][CH:23]=[C:17]1[C:18]([OH:20])=[O:19].